From a dataset of Full USPTO retrosynthesis dataset with 1.9M reactions from patents (1976-2016). Predict the reactants needed to synthesize the given product. Given the product [F:38][C:35]1[CH:34]=[N:33][C:5]([N:7]2[CH2:8][CH2:9][CH:10]([CH2:13][CH2:14][N:15]3[CH2:16][CH2:17][N:18]([C:21]4[CH:26]=[CH:25][C:24]([S:27]([CH3:30])(=[O:29])=[O:28])=[CH:23][CH:22]=4)[CH2:19][CH2:20]3)[CH2:11][CH2:12]2)=[N:37][CH:36]=1, predict the reactants needed to synthesize it. The reactants are: C(O[C:5]([N:7]1[CH2:12][CH2:11][CH:10]([CH2:13][CH2:14][N:15]2[CH2:20][CH2:19][N:18]([C:21]3[CH:26]=[CH:25][C:24]([S:27]([CH3:30])(=[O:29])=[O:28])=[CH:23][CH:22]=3)[CH2:17][CH2:16]2)[CH2:9][CH2:8]1)=O)CC.ClC1[N:37]=[CH:36][C:35]([F:38])=[CH:34][N:33]=1.CC(C)([O-])C.[Na+].CC1(C)C2C=CC=C(P(C3C=CC=CC=3)C3C=CC=CC=3)C=2OC2C1=CC=CC=2P(C1C=CC=CC=1)C1C=CC=CC=1.